This data is from Peptide-MHC class I binding affinity with 185,985 pairs from IEDB/IMGT. The task is: Regression. Given a peptide amino acid sequence and an MHC pseudo amino acid sequence, predict their binding affinity value. This is MHC class I binding data. (1) The peptide sequence is GEAFEWLNRT. The MHC is Mamu-A11 with pseudo-sequence Mamu-A11. The binding affinity (normalized) is 0. (2) The peptide sequence is NHFEGHYQY. The MHC is Mamu-A20102 with pseudo-sequence Mamu-A20102. The binding affinity (normalized) is 0.868. (3) The peptide sequence is TSKLNHHFP. The MHC is HLA-A69:01 with pseudo-sequence HLA-A69:01. The binding affinity (normalized) is 0.0847. (4) The peptide sequence is ARLSSPIVL. The MHC is HLA-B27:05 with pseudo-sequence HLA-B27:05. The binding affinity (normalized) is 0.495.